From a dataset of Reaction yield outcomes from USPTO patents with 853,638 reactions. Predict the reaction yield, written as a fraction of the theoretical maximum amount of product (1.0 means a 100% yield; for example, 0.34 means a 34% yield). (1) The catalyst is CO. The reactants are [CH:1]([C:4]1[CH:9]=[CH:8][C:7]([CH:10]2[C:14]3[C:15]([CH3:22])=[C:16]([NH2:21])[C:17]([CH3:20])=[C:18]([CH3:19])[C:13]=3[O:12][C:11]2([CH3:24])[CH3:23])=[CH:6][CH:5]=1)([CH3:3])[CH3:2].[CH3:25][O:26][C:27]1[CH:32]=[CH:31][C:30]([CH2:33][C:34](Cl)=[O:35])=[CH:29][CH:28]=1. The yield is 0.740. The product is [CH:1]([C:4]1[CH:9]=[CH:8][C:7]([CH:10]2[C:14]3[C:15]([CH3:22])=[C:16]([NH:21][C:34](=[O:35])[CH2:33][C:30]4[CH:31]=[CH:32][C:27]([O:26][CH3:25])=[CH:28][CH:29]=4)[C:17]([CH3:20])=[C:18]([CH3:19])[C:13]=3[O:12][C:11]2([CH3:24])[CH3:23])=[CH:6][CH:5]=1)([CH3:3])[CH3:2]. (2) The reactants are [CH2:1]([O:3][C:4]([C:6]1[N:7]=[C:8]([CH:11]2[CH2:16][CH2:15][NH:14][CH2:13][CH2:12]2)[S:9][CH:10]=1)=[O:5])[CH3:2].[CH3:17][C:18]([CH3:20])=O.C(O)(=O)C.C(O[BH-](OC(=O)C)OC(=O)C)(=O)C.[Na+]. The catalyst is C1COCC1. The product is [CH2:1]([O:3][C:4]([C:6]1[N:7]=[C:8]([CH:11]2[CH2:16][CH2:15][N:14]([CH:18]([CH3:20])[CH3:17])[CH2:13][CH2:12]2)[S:9][CH:10]=1)=[O:5])[CH3:2]. The yield is 0.830.